From a dataset of Full USPTO retrosynthesis dataset with 1.9M reactions from patents (1976-2016). Predict the reactants needed to synthesize the given product. (1) Given the product [CH3:45][C:44]([O:43][C:41](=[O:42])[C@H:29]([CH2:28][NH:27][C:2]1[C:7]([CH2:8][CH2:9][CH3:10])=[C:6]([N:11]2[CH2:16][CH2:15][CH:14]([C:17]3[N:26]=[C:25]4[C:20]([CH2:21][CH2:22][CH2:23][NH:24]4)=[CH:19][CH:18]=3)[CH2:13][CH2:12]2)[N:5]=[CH:4][N:3]=1)[NH:30][C:31]([O:33][CH2:34][C:35]1[CH:40]=[CH:39][CH:38]=[CH:37][CH:36]=1)=[O:32])([CH3:47])[CH3:46], predict the reactants needed to synthesize it. The reactants are: Cl[C:2]1[C:7]([CH2:8][CH2:9][CH3:10])=[C:6]([N:11]2[CH2:16][CH2:15][CH:14]([C:17]3[N:26]=[C:25]4[C:20]([CH2:21][CH2:22][CH2:23][NH:24]4)=[CH:19][CH:18]=3)[CH2:13][CH2:12]2)[N:5]=[CH:4][N:3]=1.[NH2:27][CH2:28][C@@H:29]([C:41]([O:43][C:44]([CH3:47])([CH3:46])[CH3:45])=[O:42])[NH:30][C:31]([O:33][CH2:34][C:35]1[CH:40]=[CH:39][CH:38]=[CH:37][CH:36]=1)=[O:32].[F-].[Cs+].C1(P(C2C=CC=CC=2)C2C=CC3C(=CC=CC=3)C=2C2C3C(=CC=CC=3)C=CC=2P(C2C=CC=CC=2)C2C=CC=CC=2)C=CC=CC=1. (2) Given the product [CH:1]([N:4]1[CH2:9][CH2:8][CH:7]([O:10][C:14]2[N:19]=[CH:18][C:17]([C:20]3[N:24]4[N:25]=[C:26]([C:29]5[CH:30]=[C:31]([C:36]([F:39])([F:37])[F:38])[C:32]([NH2:35])=[N:33][CH:34]=5)[CH:27]=[CH:28][C:23]4=[N:22][CH:21]=3)=[CH:16][CH:15]=2)[CH2:6][CH2:5]1)([CH3:3])[CH3:2], predict the reactants needed to synthesize it. The reactants are: [CH:1]([N:4]1[CH2:9][CH2:8][CH:7]([OH:10])[CH2:6][CH2:5]1)([CH3:3])[CH3:2].[H-].[Na+].F[C:14]1[N:19]=[CH:18][C:17]([C:20]2[N:24]3[N:25]=[C:26]([C:29]4[CH:30]=[C:31]([C:36]([F:39])([F:38])[F:37])[C:32]([NH2:35])=[N:33][CH:34]=4)[CH:27]=[CH:28][C:23]3=[N:22][CH:21]=2)=[CH:16][CH:15]=1. (3) The reactants are: Cl[CH2:2][C:3]([C:5]1[CH:9]=[C:8]([C:10](=[O:18])[C:11]2[CH:16]=[CH:15][C:14]([Cl:17])=[CH:13][CH:12]=2)[N:7]([O:19][CH2:20][CH2:21][CH3:22])[CH:6]=1)=[O:4].[CH2:23]([NH:25][CH2:26][CH3:27])[CH3:24]. Given the product [Cl:17][C:14]1[CH:15]=[CH:16][C:11]([C:10]([C:8]2[N:7]([O:19][CH2:20][CH2:21][CH3:22])[CH:6]=[C:5]([C:3](=[O:4])[CH2:2][N:25]([CH2:26][CH3:27])[CH2:23][CH3:24])[CH:9]=2)=[O:18])=[CH:12][CH:13]=1, predict the reactants needed to synthesize it. (4) The reactants are: [Cl:1][C:2]1[C:3]([C:9](=[N:24][OH:25])[CH2:10][NH:11][C:12](=[O:23])[C:13]2[CH:18]=[CH:17][CH:16]=[CH:15][C:14]=2[C:19]([F:22])([F:21])[F:20])=[N:4][CH:5]=[C:6]([Cl:8])[CH:7]=1.C(=O)([O-])[O-].[K+].[K+].I[CH:33]([CH3:35])[CH3:34].O. Given the product [Cl:1][C:2]1[C:3](/[C:9](=[N:24]/[O:25][CH:33]([CH3:35])[CH3:34])/[CH2:10][NH:11][C:12](=[O:23])[C:13]2[CH:18]=[CH:17][CH:16]=[CH:15][C:14]=2[C:19]([F:20])([F:22])[F:21])=[N:4][CH:5]=[C:6]([Cl:8])[CH:7]=1, predict the reactants needed to synthesize it.